Dataset: Full USPTO retrosynthesis dataset with 1.9M reactions from patents (1976-2016). Task: Predict the reactants needed to synthesize the given product. (1) Given the product [C:1]([C:3]1[CH:30]=[CH:29][C:6]([CH:7]([N:8]2[C:13]([CH3:14])=[C:12]([C:15]3[CH:20]=[CH:19][CH:18]=[C:17]([CH:21]([F:23])[F:22])[CH:16]=3)[C:11](=[O:25])[C:10]([C:26]([OH:28])=[O:27])=[CH:9]2)[CH3:32])=[CH:5][CH:4]=1)#[N:2], predict the reactants needed to synthesize it. The reactants are: [C:1]([C:3]1[CH:30]=[CH:29][C:6]([CH2:7][N:8]2[C:13]([CH3:14])=[C:12]([C:15]3[CH:20]=[CH:19][CH:18]=[C:17]([C:21](F)([F:23])[F:22])[CH:16]=3)[C:11](=[O:25])[C:10]([C:26]([OH:28])=[O:27])=[CH:9]2)=[CH:5][CH:4]=1)#[N:2].F[CH:32](F)C1C=CC=CC=1B(O)O.BrC1C(=O)C(C(O)=O)=CN(CC2C=CC(C#N)=CC=2)C=1C.BrC1C(=O)C(C(O)=O)=CN(C(C2C=CC(C#N)=CC=2)C)C=1C. (2) Given the product [CH2:14]([O:16][CH:17]=[CH:18][C:6](=[O:11])[C:7]([F:8])([F:9])[F:10])[CH3:15], predict the reactants needed to synthesize it. The reactants are: [F:8][C:7]([F:10])([F:9])[C:6](O[C:6](=[O:11])[C:7]([F:10])([F:9])[F:8])=[O:11].[CH:14]([O:16][CH3:17])=[CH2:15].[C:18](=O)(O)[O-].[Na+]. (3) Given the product [CH3:40][N:39]([CH3:41])[C:38]([C:36]1[N:35]([CH:43]2[CH2:47][CH2:46][CH2:45][CH2:44]2)[C:33]2[N:34]=[C:29]([NH:28][C:25]3[CH:26]=[CH:27][C:22]([C:20]([N:18]4[CH2:17][CH:16]5[NH:11][CH:12]([CH2:13][O:14][CH2:15]5)[CH2:19]4)=[O:21])=[CH:23][N:24]=3)[N:30]=[CH:31][C:32]=2[CH:37]=1)=[O:42], predict the reactants needed to synthesize it. The reactants are: C(OC([N:11]1[CH:16]2[CH2:17][N:18]([C:20]([C:22]3[CH:23]=[N:24][C:25]([NH:28][C:29]4[N:30]=[CH:31][C:32]5[CH:37]=[C:36]([C:38](=[O:42])[N:39]([CH3:41])[CH3:40])[N:35]([CH:43]6[CH2:47][CH2:46][CH2:45][CH2:44]6)[C:33]=5[N:34]=4)=[CH:26][CH:27]=3)=[O:21])[CH2:19][CH:12]1[CH2:13][O:14][CH2:15]2)=O)C1C=CC=CC=1.C(CC(OC)=O)C.C1COCC1.[H][H]. (4) Given the product [Cl:1][C:2]1[CH:32]=[CH:31][C:5]([CH2:6][O:7][C:8]2[CH:13]=[CH:12][N:11]([C:14]3[CH:15]=[CH:16][C:17]4[N:21]=[C:20]([CH:22]5[CH2:24][CH:23]5[C:25]([NH2:35])=[O:27])[N:19]([CH3:28])[C:18]=4[CH:29]=3)[C:10](=[O:30])[CH:9]=2)=[CH:4][CH:3]=1, predict the reactants needed to synthesize it. The reactants are: [Cl:1][C:2]1[CH:32]=[CH:31][C:5]([CH2:6][O:7][C:8]2[CH:13]=[CH:12][N:11]([C:14]3[CH:15]=[CH:16][C:17]4[N:21]=[C:20]([CH:22]5[CH2:24][CH:23]5[C:25]([OH:27])=O)[N:19]([CH3:28])[C:18]=4[CH:29]=3)[C:10](=[O:30])[CH:9]=2)=[CH:4][CH:3]=1.C([N:35](CC)CC)C.ClC(OCC)=O.N.